From a dataset of Forward reaction prediction with 1.9M reactions from USPTO patents (1976-2016). Predict the product of the given reaction. (1) Given the reactants [CH3:1][O:2][C:3]([C:5]1[N:6]([CH3:15])[N:7]=[C:8]2[C:13]=1[CH:12]=[CH:11][CH:10]=[C:9]2Br)=[O:4].[Cl:16][C:17]1[CH:22]=[C:21]([Cl:23])[CH:20]=[CH:19][C:18]=1B(O)O.COCCOC.C([O-])([O-])=O.[Na+].[Na+], predict the reaction product. The product is: [CH3:1][O:2][C:3]([C:5]1[N:6]([CH3:15])[N:7]=[C:8]2[C:13]=1[CH:12]=[CH:11][CH:10]=[C:9]2[C:20]1[CH:19]=[CH:18][C:17]([Cl:16])=[CH:22][C:21]=1[Cl:23])=[O:4]. (2) Given the reactants [CH:1]1([C:7]([CH:20]2[CH2:25][CH2:24][CH2:23][CH2:22][CH2:21]2)(O)[CH2:8][CH:9]2[CH2:16][CH:15]3[N:17]([CH3:18])[CH:11]([CH2:12][CH2:13][CH2:14]3)[CH2:10]2)[CH2:6][CH2:5][CH2:4][CH2:3][CH2:2]1.Cl, predict the reaction product. The product is: [CH:1]1([C:7]([CH:20]2[CH2:25][CH2:24][CH2:23][CH2:22][CH2:21]2)=[CH:8][CH:9]2[CH2:16][CH:15]3[N:17]([CH3:18])[CH:11]([CH2:12][CH2:13][CH2:14]3)[CH2:10]2)[CH2:2][CH2:3][CH2:4][CH2:5][CH2:6]1. (3) The product is: [S:3]1[C:4]2[CH:10]=[C:9]([C:11]([OH:16])([CH2:14][CH3:15])[CH2:12][CH3:13])[CH:8]=[CH:7][C:5]=2[N:6]=[CH:2]1. Given the reactants N[C:2]1[S:3][C:4]2[CH:10]=[C:9]([C:11]([OH:16])([CH2:14][CH3:15])[CH2:12][CH3:13])[CH:8]=[CH:7][C:5]=2[N:6]=1.N(OCCC(C)C)=O.CCOC(C)=O, predict the reaction product.